This data is from Full USPTO retrosynthesis dataset with 1.9M reactions from patents (1976-2016). The task is: Predict the reactants needed to synthesize the given product. (1) Given the product [Cl:15][C:11]1[CH:12]=[C:13]2[C:8](=[C:9]([CH2:16][N:17]([CH3:18])[CH3:19])[CH:10]=1)[NH:7][C:6]([C:4]([OH:5])=[O:3])=[CH:14]2, predict the reactants needed to synthesize it. The reactants are: C([O:3][C:4]([C:6]1[NH:7][C:8]2[C:13]([CH:14]=1)=[CH:12][C:11]([Cl:15])=[CH:10][C:9]=2[CH2:16][N:17]([CH3:19])[CH3:18])=[O:5])C.O[Li].O.Cl. (2) Given the product [NH2:1][C:2]1[S:3][CH:4]=[C:5]2[C:10]=1[C:9](=[O:11])[N:8]([C:12]1[CH:13]=[CH:14][C:15]([Cl:18])=[CH:16][CH:17]=1)[N:7]=[C:6]2[C:19]([N:21]([CH3:22])[CH3:26])=[O:20], predict the reactants needed to synthesize it. The reactants are: [NH2:1][C:2]1[S:3][CH:4]=[C:5]2[C:10]=1[C:9](=[O:11])[N:8]([C:12]1[CH:17]=[CH:16][C:15]([Cl:18])=[CH:14][CH:13]=1)[N:7]=[C:6]2[C:19]([NH:21][CH:22](C)C)=[O:20].N[C:26]1SC=C2C=1C(=O)N(C1C=CC(Cl)=CC=1)N=C2C(O)=O.Cl.CNC. (3) Given the product [CH2:14]([O:13][C:12]1[C:11](=[O:21])[N:10]=[C:9]([CH2:22][C:23]2[CH:28]=[CH:27][CH:26]=[CH:25][C:24]=2[Br:29])[N:8]2[CH2:2][CH2:3][N:4]([CH:30]([CH3:32])[CH3:31])[C:5](=[O:6])[C:7]=12)[C:15]1[CH:16]=[CH:17][CH:18]=[CH:19][CH:20]=1, predict the reactants needed to synthesize it. The reactants are: O[CH2:2][CH2:3][N:4]([CH:30]([CH3:32])[CH3:31])[C:5]([C:7]1[C:12]([O:13][CH2:14][C:15]2[CH:20]=[CH:19][CH:18]=[CH:17][CH:16]=2)=[C:11]([OH:21])[N:10]=[C:9]([CH2:22][C:23]2[CH:28]=[CH:27][CH:26]=[CH:25][C:24]=2[Br:29])[N:8]=1)=[O:6].C1(P(C2C=CC=CC=2)C2C=CC=CC=2)C=CC=CC=1.CCOC(/N=N/C(OCC)=O)=O. (4) Given the product [CH3:27][C:26]1[C:21]([N:18]2[CH2:19][CH2:20][N:15]([C:13]([C:5]3[CH:4]=[CH:3][C:2]([N:31]4[C@H:30]([CH3:29])[CH2:34][O:33][C:32]4=[O:35])=[CH:7][C:6]=3[NH:8][S:9]([CH3:12])(=[O:11])=[O:10])=[O:14])[CH2:16][CH2:17]2)=[N:22][CH:23]=[C:24]([CH3:28])[CH:25]=1, predict the reactants needed to synthesize it. The reactants are: Br[C:2]1[CH:3]=[CH:4][C:5]([C:13]([N:15]2[CH2:20][CH2:19][N:18]([C:21]3[C:26]([CH3:27])=[CH:25][C:24]([CH3:28])=[CH:23][N:22]=3)[CH2:17][CH2:16]2)=[O:14])=[C:6]([NH:8][S:9]([CH3:12])(=[O:11])=[O:10])[CH:7]=1.[CH3:29][C@@H:30]1[CH2:34][O:33][C:32](=[O:35])[NH:31]1. (5) Given the product [I:11][C:10]1[CH:9]=[CH:8][CH:7]=[C:3]2[C:2]=1[NH:1][C:17](=[S:18])[N:16]([CH2:15][CH2:14][O:13][CH3:12])[C:4]2=[O:6], predict the reactants needed to synthesize it. The reactants are: [NH2:1][C:2]1[C:10]([I:11])=[CH:9][CH:8]=[CH:7][C:3]=1[C:4]([OH:6])=O.[CH3:12][O:13][CH2:14][CH2:15][N:16]=[C:17]=[S:18]. (6) The reactants are: [F:1][C:2]1[CH:8]=[CH:7][CH:6]=[CH:5][C:3]=1[NH2:4].C([Li])CCC.[N+:14]([C:17]1[CH:24]=[CH:23][CH:22]=[CH:21][C:18]=1[CH2:19]Br)([O-:16])=[O:15]. Given the product [F:1][C:2]1[CH:8]=[CH:7][CH:6]=[CH:5][C:3]=1[NH:4][CH2:19][C:18]1[CH:21]=[CH:22][CH:23]=[CH:24][C:17]=1[N+:14]([O-:16])=[O:15], predict the reactants needed to synthesize it. (7) Given the product [CH2:13]([C@H:12]1[N:9]([C:6]2[CH:7]=[CH:8][C:3]([C:2]([F:18])([F:17])[F:1])=[CH:4][CH:5]=2)[C:10](=[O:16])[CH2:11]1)[CH3:14], predict the reactants needed to synthesize it. The reactants are: [F:1][C:2]([F:18])([F:17])[C:3]1[CH:8]=[CH:7][C:6]([NH:9][C:10](=[O:16])[CH2:11][C@@H:12](O)[CH2:13][CH3:14])=[CH:5][CH:4]=1.C1(P(C2C=CC=CC=2)C2C=CC=CC=2)C=CC=CC=1.O1CCCC1.N(C(OC(C)C)=O)=NC(OC(C)C)=O.